This data is from Forward reaction prediction with 1.9M reactions from USPTO patents (1976-2016). The task is: Predict the product of the given reaction. (1) Given the reactants C(OC([N:8]1[CH2:13][CH2:12][CH:11]([CH2:14][CH2:15][C:16]([N:18]2[CH2:23][CH2:22][CH2:21][C@@H:20]([C:24]([NH:26][CH:27]([C:32]3[CH:33]=[N:34][CH:35]=[C:36]([C:38]4[CH:43]=[CH:42][C:41]([O:44][CH2:45][CH2:46][F:47])=[CH:40][CH:39]=4)[CH:37]=3)[CH2:28][C:29]([OH:31])=[O:30])=[O:25])[CH2:19]2)=[O:17])[CH2:10][CH2:9]1)=O)(C)(C)C.Cl, predict the reaction product. The product is: [F:47][CH2:46][CH2:45][O:44][C:41]1[CH:40]=[CH:39][C:38]([C:36]2[CH:37]=[C:32]([C@@H:27]([NH:26][C:24]([C@@H:20]3[CH2:21][CH2:22][CH2:23][N:18]([C:16](=[O:17])[CH2:15][CH2:14][CH:11]4[CH2:12][CH2:13][NH:8][CH2:9][CH2:10]4)[CH2:19]3)=[O:25])[CH2:28][C:29]([OH:31])=[O:30])[CH:33]=[N:34][CH:35]=2)=[CH:43][CH:42]=1. (2) Given the reactants [CH2:1]1[CH2:11][C:9](=O)[C:8]2[C:3](=[CH:4][CH:5]=[CH:6][CH:7]=2)[CH2:2]1.C(O[CH:17]([N:21]([CH3:23])C)[N:18](C)C)(C)(C)C.Cl.[NH2:25]C(N)=N.[Na], predict the reaction product. The product is: [N:25]1[C:9]2[C:8]3[CH:7]=[CH:6][CH:5]=[CH:4][C:3]=3[CH2:2][CH2:1][C:11]=2[CH:23]=[N:21][C:17]=1[NH2:18].